The task is: Predict the reactants needed to synthesize the given product.. This data is from Full USPTO retrosynthesis dataset with 1.9M reactions from patents (1976-2016). (1) Given the product [I:1][C:2]1[N:3]=[C:4]([C@@H:7]2[CH2:11][C@H:10]([CH3:12])[CH2:9][NH:8]2)[NH:5][CH:6]=1, predict the reactants needed to synthesize it. The reactants are: [I:1][C:2]1[N:3]=[C:4]([C@@H:7]2[CH2:11][C@H:10]([CH3:12])[CH2:9][N:8]2C(OC(C)(C)C)=O)[NH:5][CH:6]=1.Cl. (2) The reactants are: [Br:1][C:2]1[CH:3]=[N:4][C:5]2[N:6]([N:8]=[C:9]([C:11]([OH:13])=O)[CH:10]=2)[CH:7]=1.[CH:14]([CH:17]1[C:26]2[C:21](=[CH:22][CH:23]=[CH:24][CH:25]=2)[CH2:20][CH2:19][NH:18]1)([CH3:16])[CH3:15]. Given the product [Br:1][C:2]1[CH:3]=[N:4][C:5]2[N:6]([N:8]=[C:9]([C:11]([N:18]3[CH2:19][CH2:20][C:21]4[C:26](=[CH:25][CH:24]=[CH:23][CH:22]=4)[CH:17]3[CH:14]([CH3:16])[CH3:15])=[O:13])[CH:10]=2)[CH:7]=1, predict the reactants needed to synthesize it.